This data is from Catalyst prediction with 721,799 reactions and 888 catalyst types from USPTO. The task is: Predict which catalyst facilitates the given reaction. (1) Reactant: [CH3:1][C:2]1([CH3:26])[CH2:11][CH2:10][C:9]([CH3:13])([CH3:12])[C:8]2[CH:7]=[C:6]([O:14][CH2:15][CH2:16][O:17][C:18]3[CH:25]=[CH:24][C:21]([CH:22]=O)=[CH:20][CH:19]=3)[CH:5]=[CH:4][C:3]1=2.[C:27]([O:34][CH3:35])(=[O:33])[CH2:28][C:29]([O:31][CH3:32])=[O:30].C([O-])(=O)C.[NH2+]1CCCCC1. Product: [CH3:1][C:2]1([CH3:26])[CH2:11][CH2:10][C:9]([CH3:12])([CH3:13])[C:8]2[CH:7]=[C:6]([O:14][CH2:15][CH2:16][O:17][C:18]3[CH:19]=[CH:20][C:21]([CH:22]=[C:28]([C:27]([O:34][CH3:35])=[O:33])[C:29]([O:31][CH3:32])=[O:30])=[CH:24][CH:25]=3)[CH:5]=[CH:4][C:3]1=2. The catalyst class is: 11. (2) Reactant: [BH4-].[Na+].[Cl:3][C:4]1[CH:5]=[C:6]([C:14]2[O:18][N:17]=[C:16]([C:19]3[CH:20]=[CH:21][CH:22]=[C:23]4[C:27]=3[N:26]([CH3:28])[CH:25]=[C:24]4[CH2:29][CH2:30][C:31](O)=[O:32])[N:15]=2)[CH:7]=[CH:8][C:9]=1[O:10][CH:11]([CH3:13])[CH3:12]. Product: [Cl:3][C:4]1[CH:5]=[C:6]([C:14]2[O:18][N:17]=[C:16]([C:19]3[CH:20]=[CH:21][CH:22]=[C:23]4[C:27]=3[N:26]([CH3:28])[CH:25]=[C:24]4[CH2:29][CH2:30][CH2:31][OH:32])[N:15]=2)[CH:7]=[CH:8][C:9]=1[O:10][CH:11]([CH3:12])[CH3:13]. The catalyst class is: 1. (3) The catalyst class is: 2. Reactant: [CH:1]([N:4]=[C:5]=[O:6])([CH3:3])[CH3:2].[CH2:7]([N:14]1[CH2:21][CH:20]2[CH2:22][CH:16]([CH2:17][NH:18][CH2:19]2)[CH2:15]1)[C:8]1[CH:13]=[CH:12][CH:11]=[CH:10][CH:9]=1. Product: [CH2:7]([N:14]1[CH2:15][CH:16]2[CH2:22][CH:20]([CH2:19][N:18]([C:5]([NH:4][CH:1]([CH3:3])[CH3:2])=[O:6])[CH2:17]2)[CH2:21]1)[C:8]1[CH:13]=[CH:12][CH:11]=[CH:10][CH:9]=1. (4) Reactant: C(OC([NH:11][CH:12]([CH2:23][CH2:24][CH2:25][CH2:26][CH2:27][CH2:28][CH2:29][CH2:30][CH2:31][CH2:32][CH2:33][CH3:34])[CH2:13][CH2:14][P:15](=[O:22])([O:19]CC)[O:16]CC)=O)C1C=CC=CC=1.I[Si](C)(C)C. Product: [NH2:11][CH:12]([CH2:23][CH2:24][CH2:25][CH2:26][CH2:27][CH2:28][CH2:29][CH2:30][CH2:31][CH2:32][CH2:33][CH3:34])[CH2:13][CH2:14][P:15](=[O:16])([OH:22])[OH:19]. The catalyst class is: 2. (5) Reactant: C[Si]([N-][Si](C)(C)C)(C)C.[Li+].[Br:11][C:12]1[CH:17]=[C:16]([F:18])[CH:15]=[C:14](F)[CH:13]=1.[C:20](#[N:24])[CH:21]([CH3:23])[CH3:22]. Product: [Br:11][C:12]1[CH:13]=[C:14]([C:21]([CH3:23])([CH3:22])[C:20]#[N:24])[CH:15]=[C:16]([F:18])[CH:17]=1. The catalyst class is: 1.